From a dataset of Full USPTO retrosynthesis dataset with 1.9M reactions from patents (1976-2016). Predict the reactants needed to synthesize the given product. Given the product [CH2:1]([N:5]1[C:9](=[O:10])[C:8]([NH:20][C:21]2[CH:22]=[C:23]3[C:28](=[CH:29][CH:30]=2)[CH2:27][N:26]([C:31]([O:33][C:34]([CH3:37])([CH3:36])[CH3:35])=[O:32])[CH2:25][CH2:24]3)=[C:7]([C:12]2[CH:17]=[CH:16][CH:15]=[CH:14][CH:13]=2)[S:6]1(=[O:19])=[O:18])[CH2:2][CH2:3][CH3:4], predict the reactants needed to synthesize it. The reactants are: [CH2:1]([N:5]1[C:9](=[O:10])[C:8](Cl)=[C:7]([C:12]2[CH:17]=[CH:16][CH:15]=[CH:14][CH:13]=2)[S:6]1(=[O:19])=[O:18])[CH2:2][CH2:3][CH3:4].[NH2:20][C:21]1[CH:22]=[C:23]2[C:28](=[CH:29][CH:30]=1)[CH2:27][N:26]([C:31]([O:33][C:34]([CH3:37])([CH3:36])[CH3:35])=[O:32])[CH2:25][CH2:24]2.